From a dataset of NCI-60 drug combinations with 297,098 pairs across 59 cell lines. Regression. Given two drug SMILES strings and cell line genomic features, predict the synergy score measuring deviation from expected non-interaction effect. Drug 1: C1C(C(OC1N2C=C(C(=O)NC2=O)F)CO)O. Drug 2: CC1=C(C=C(C=C1)NC(=O)C2=CC=C(C=C2)CN3CCN(CC3)C)NC4=NC=CC(=N4)C5=CN=CC=C5. Cell line: COLO 205. Synergy scores: CSS=29.9, Synergy_ZIP=3.60, Synergy_Bliss=-3.75, Synergy_Loewe=-19.8, Synergy_HSA=-2.51.